The task is: Regression. Given two drug SMILES strings and cell line genomic features, predict the synergy score measuring deviation from expected non-interaction effect.. This data is from NCI-60 drug combinations with 297,098 pairs across 59 cell lines. Drug 1: CS(=O)(=O)C1=CC(=C(C=C1)C(=O)NC2=CC(=C(C=C2)Cl)C3=CC=CC=N3)Cl. Drug 2: CC1=C2C(C(=O)C3(C(CC4C(C3C(C(C2(C)C)(CC1OC(=O)C(C(C5=CC=CC=C5)NC(=O)C6=CC=CC=C6)O)O)OC(=O)C7=CC=CC=C7)(CO4)OC(=O)C)O)C)OC(=O)C. Cell line: SF-539. Synergy scores: CSS=47.4, Synergy_ZIP=1.10, Synergy_Bliss=3.14, Synergy_Loewe=-26.8, Synergy_HSA=4.16.